Predict which catalyst facilitates the given reaction. From a dataset of Catalyst prediction with 721,799 reactions and 888 catalyst types from USPTO. (1) Reactant: [CH3:1][O:2][C:3](=[O:13])[C:4]([OH:12])=[CH:5][C:6]1[CH:7]=[N:8][CH:9]=[CH:10][CH:11]=1.[Br:14]Br.CO. Product: [BrH:14].[CH3:1][O:2][C:3](=[O:13])[C:4](=[O:12])[CH:5]([Br:14])[C:6]1[CH:7]=[N:8][CH:9]=[CH:10][CH:11]=1. The catalyst class is: 1. (2) Reactant: [CH3:1][C:2]([O:4][C@H:5]1[C:14]2[C@@:15]3([CH3:30])[C@@H:26]([CH2:27][O:28][CH3:29])[O:25][C:23](=[O:24])[C:17]4=[CH:18][O:19][C:20]([C:21](=[O:22])[C:13]=2[C@@H:8]2[CH2:9][CH2:10][C@H:11]([OH:12])[C@@:7]2([CH3:31])[CH2:6]1)=[C:16]34)=[O:3].[NH:32]1[CH2:37][CH2:36][CH2:35][CH2:34][CH2:33]1. Product: [C:2]([O:4][C@H:5]1[C:14]2[C@:15]3([CH3:30])[C:16](/[C:17](=[CH:18]\[N:32]4[CH2:37][CH2:36][CH2:35][CH2:34][CH2:33]4)/[C:23](=[O:24])[O:25][C@@H:26]3[CH2:27][O:28][CH3:29])=[C:20]([OH:19])[C:21](=[O:22])[C:13]=2[CH:8]2[C@@:7]([CH3:31])([C@@H:11]([OH:12])[CH2:10][CH2:9]2)[CH2:6]1)(=[O:3])[CH3:1]. The catalyst class is: 2. (3) Reactant: Cl[C:2]1[C:7]([C:8]([F:11])([F:10])[F:9])=[CH:6][N:5]=[C:4]([NH:12][C:13]2[C:18]([O:19][CH3:20])=[CH:17][C:16]([C:21]([N:23]3[CH2:28][CH2:27][O:26][CH2:25][CH2:24]3)=[O:22])=[C:15]([F:29])[CH:14]=2)[N:3]=1.CC1C=CC(S(O)(=O)=O)=CC=1.CC[N:43]([CH:47]([CH3:49])[CH3:48])C(C)C.C(=O)(O)[O-].[Na+]. Product: [CH:47]1([NH:43][C:2]2[C:7]([C:8]([F:11])([F:10])[F:9])=[CH:6][N:5]=[C:4]([NH:12][C:13]3[C:18]([O:19][CH3:20])=[CH:17][C:16]([C:21]([N:23]4[CH2:24][CH2:25][O:26][CH2:27][CH2:28]4)=[O:22])=[C:15]([F:29])[CH:14]=3)[N:3]=2)[CH2:49][CH2:48]1. The catalyst class is: 258. (4) Reactant: [N:1]1[C:10]2[C:5](=[CH:6][CH:7]=[CH:8][CH:9]=2)[CH:4]=[CH:3][C:2]=1[C:11]([NH:13][C@H:14]([C:19]([OH:21])=O)[CH2:15][C:16](=[O:18])[NH2:17])=[O:12].[OH:22][C@H:23]([C@@H:41]([NH2:49])[CH2:42][C:43]1[CH:48]=[CH:47][CH:46]=[CH:45][CH:44]=1)[CH2:24][N:25]([CH2:34][C:35]1[CH:40]=[CH:39][CH:38]=[CH:37][CH:36]=1)[NH:26][C:27]([O:29][C:30]([CH3:33])([CH3:32])[CH3:31])=[O:28].C1C=CC2N(O)N=NC=2C=1.C1CCC(N=C=NC2CCCCC2)CC1.CN1CCOCC1. Product: [OH:22][C@H:23]([C@@H:41]([NH:49][C:19](=[O:21])[C@H:14]([CH2:15][C:16](=[O:18])[NH2:17])[NH:13][C:11]([C:2]1[CH:3]=[CH:4][C:5]2[C:10](=[CH:9][CH:8]=[CH:7][CH:6]=2)[N:1]=1)=[O:12])[CH2:42][C:43]1[CH:44]=[CH:45][CH:46]=[CH:47][CH:48]=1)[CH2:24][N:25]([CH2:34][C:35]1[CH:40]=[CH:39][CH:38]=[CH:37][CH:36]=1)[NH:26][C:27]([O:29][C:30]([CH3:33])([CH3:31])[CH3:32])=[O:28]. The catalyst class is: 1.